Dataset: Peptide-MHC class II binding affinity with 134,281 pairs from IEDB. Task: Regression. Given a peptide amino acid sequence and an MHC pseudo amino acid sequence, predict their binding affinity value. This is MHC class II binding data. (1) The peptide sequence is ASQKRPSQRHGSKYLATAST. The MHC is H-2-IAu with pseudo-sequence H-2-IAu. The binding affinity (normalized) is 0.587. (2) The peptide sequence is PLMSSKFPELGMNPS. The MHC is HLA-DQA10501-DQB10301 with pseudo-sequence HLA-DQA10501-DQB10301. The binding affinity (normalized) is 0.365. (3) The peptide sequence is INKGILVTVNPIAST. The MHC is HLA-DQA10601-DQB10402 with pseudo-sequence HLA-DQA10601-DQB10402. The binding affinity (normalized) is 0.317. (4) The peptide sequence is NLARTISEAGQAMAS. The MHC is HLA-DPA10103-DPB10401 with pseudo-sequence HLA-DPA10103-DPB10401. The binding affinity (normalized) is 0. (5) The peptide sequence is ANLCVERVLDCRTAF. The MHC is DRB1_0901 with pseudo-sequence DRB1_0901. The binding affinity (normalized) is 0.